Dataset: Full USPTO retrosynthesis dataset with 1.9M reactions from patents (1976-2016). Task: Predict the reactants needed to synthesize the given product. (1) Given the product [CH2:1]([S:3]([C:6]1[CH:11]=[CH:10][C:9]2[O:12][CH2:21][C:22](=[O:23])[NH:13][C:8]=2[CH:7]=1)(=[O:5])=[O:4])[CH3:2], predict the reactants needed to synthesize it. The reactants are: [CH2:1]([S:3]([C:6]1[CH:11]=[CH:10][C:9]([OH:12])=[C:8]([NH2:13])[CH:7]=1)(=[O:5])=[O:4])[CH3:2].C(=O)([O-])[O-].[Cs+].[Cs+].Br[CH2:21][C:22](Br)=[O:23]. (2) Given the product [Cl:1][C:2]1[CH:24]=[CH:23][C:5]([CH2:6][NH:7][C:8]([C:10]2[C:11](=[O:22])[C:12]3[CH:19]=[C:18]([CH2:20][N:33]([CH2:32][CH:31]([C:29]4[O:30][C:26]([Cl:25])=[CH:27][CH:28]=4)[OH:35])[CH3:34])[S:17][C:13]=3[N:14]([CH3:16])[CH:15]=2)=[O:9])=[CH:4][CH:3]=1, predict the reactants needed to synthesize it. The reactants are: [Cl:1][C:2]1[CH:24]=[CH:23][C:5]([CH2:6][NH:7][C:8]([C:10]2[C:11](=[O:22])[C:12]3[CH:19]=[C:18]([CH2:20]Cl)[S:17][C:13]=3[N:14]([CH3:16])[CH:15]=2)=[O:9])=[CH:4][CH:3]=1.[Cl:25][C:26]1[O:30][C:29]([CH:31]([OH:35])[CH2:32][NH:33][CH3:34])=[CH:28][CH:27]=1.C(N(CC)C(C)C)(C)C.